From a dataset of Forward reaction prediction with 1.9M reactions from USPTO patents (1976-2016). Predict the product of the given reaction. (1) Given the reactants CCOC([CH2:6][CH2:7][C:8]([C:10]([O:12][CH2:13][CH3:14])=[O:11])=O)=O.Cl.Cl.[NH2:17][NH2:18].[OH2:19].[C:20]([O-])(O)=O.[Na+].[CH2:25](O)[CH3:26], predict the reaction product. The product is: [CH2:25]([O:19][C:20]1[NH:18][N:17]=[C:8]([C:10]([O:12][CH2:13][CH3:14])=[O:11])[C:7]=1[CH3:6])[CH3:26]. (2) The product is: [CH2:28]([O:30][C:31]([C:33]1[CH:38]=[CH:37][C:36]([C:2]2[N:6]3[N:7]=[CH:8][CH:9]=[C:10]([N:11]4[CH2:16][CH2:15][O:14][CH2:13][CH2:12]4)[C:5]3=[N:4][C:3]=2[CH:17]2[CH2:20][N:19]([C:21]([O:23][C:24]([CH3:27])([CH3:26])[CH3:25])=[O:22])[CH2:18]2)=[CH:35][CH:34]=1)=[O:32])[CH3:29]. Given the reactants Br[C:2]1[N:6]2[N:7]=[CH:8][CH:9]=[C:10]([N:11]3[CH2:16][CH2:15][O:14][CH2:13][CH2:12]3)[C:5]2=[N:4][C:3]=1[CH:17]1[CH2:20][N:19]([C:21]([O:23][C:24]([CH3:27])([CH3:26])[CH3:25])=[O:22])[CH2:18]1.[CH2:28]([O:30][C:31]([C:33]1[CH:38]=[CH:37][C:36](B(O)O)=[CH:35][CH:34]=1)=[O:32])[CH3:29], predict the reaction product. (3) Given the reactants CO.C(OC(=O)[N:9]([CH2:34][C:35]1[CH:44]=[CH:43][C:38]2[O:39][CH2:40][CH2:41][O:42][C:37]=2[CH:36]=1)[CH:10]1[CH2:15][CH2:14][N:13]([CH2:16][CH2:17][N:18]2[C:27]3[C:22](=[CH:23][CH:24]=[C:25]([C:28]([NH:30][CH3:31])=[O:29])[CH:26]=3)[C:21]([CH3:32])=[CH:20][C:19]2=[O:33])[CH2:12][CH2:11]1)(C)(C)C.[ClH:46].C(OCC)(=O)C, predict the reaction product. The product is: [ClH:46].[O:39]1[C:38]2[CH:43]=[CH:44][C:35]([CH2:34][NH:9][CH:10]3[CH2:15][CH2:14][N:13]([CH2:16][CH2:17][N:18]4[C:27]5[C:22](=[CH:23][CH:24]=[C:25]([C:28]([NH:30][CH3:31])=[O:29])[CH:26]=5)[C:21]([CH3:32])=[CH:20][C:19]4=[O:33])[CH2:12][CH2:11]3)=[CH:36][C:37]=2[O:42][CH2:41][CH2:40]1. (4) Given the reactants C([C:3]1[C:11]2[C:6](=[CH:7][CH:8]=[C:9]([N+:12]([O-:14])=[O:13])[CH:10]=2)[NH:5][C:4]=1[C:15]([OH:17])=[O:16])C.[OH-].[Na+], predict the reaction product. The product is: [N+:12]([C:9]1[CH:10]=[C:11]2[C:6](=[CH:7][CH:8]=1)[NH:5][C:4]([C:15]([OH:17])=[O:16])=[CH:3]2)([O-:14])=[O:13]. (5) Given the reactants [CH3:1][N:2]1[CH2:5][CH:4]([N:6]2[C:15]3[C:10](=[CH:11][C:12]([C:16]4[CH:17]=[N:18][C:19]([NH:31][C:32]([NH:34][CH2:35][CH2:36][CH3:37])=[O:33])=[CH:20][C:21]=4[C:22]4[S:23][CH:24]=[C:25]([C:27]([F:30])([F:29])[F:28])[N:26]=4)=[CH:13][CH:14]=3)[C:9](=[O:38])[C:8]([C:39]([O:41]CC)=[O:40])=[CH:7]2)[CH2:3]1.[OH-].[Li+], predict the reaction product. The product is: [CH3:5][N:2]([CH3:1])[CH2:3][CH2:4][N:6]1[C:15]2[C:10](=[CH:11][C:12]([C:16]3[CH:17]=[N:18][C:19]([NH:31][C:32]([NH:34][CH2:35][CH2:36][CH3:37])=[O:33])=[CH:20][C:21]=3[C:22]3[S:23][CH:24]=[C:25]([C:27]([F:30])([F:28])[F:29])[N:26]=3)=[CH:13][CH:14]=2)[C:9](=[O:38])[C:8]([C:39]([OH:41])=[O:40])=[CH:7]1. (6) Given the reactants [CH2:1]([S:3]([N:6]1[CH2:11][CH2:10][C:9]([CH2:19][NH2:20])([CH2:12][CH:13]2[CH2:18][CH2:17][O:16][CH2:15][CH2:14]2)[CH2:8][CH2:7]1)(=[O:5])=[O:4])[CH3:2].N=C=N.[Cl:24][C:25]1[CH:33]=[C:32]([C:34]([F:37])([F:36])[F:35])[CH:31]=[CH:30][C:26]=1[C:27](O)=[O:28], predict the reaction product. The product is: [Cl:24][C:25]1[CH:33]=[C:32]([C:34]([F:35])([F:36])[F:37])[CH:31]=[CH:30][C:26]=1[C:27]([NH:20][CH2:19][C:9]1([CH2:12][CH:13]2[CH2:18][CH2:17][O:16][CH2:15][CH2:14]2)[CH2:10][CH2:11][N:6]([S:3]([CH2:1][CH3:2])(=[O:5])=[O:4])[CH2:7][CH2:8]1)=[O:28]. (7) Given the reactants C(OC([N:8]1[CH2:13][CH2:12][CH:11]([NH:14][CH2:15][CH2:16][O:17][C:18]2[CH:23]=[CH:22][C:21]([NH:24][C:25](=[O:33])[C:26]3[CH:31]=[CH:30][CH:29]=[C:28]([F:32])[CH:27]=3)=[CH:20][C:19]=2[C:34]2[N:35]([CH3:40])[N:36]=[CH:37][C:38]=2[Cl:39])[CH2:10][CH2:9]1)=O)(C)(C)C, predict the reaction product. The product is: [Cl:39][C:38]1[CH:37]=[N:36][N:35]([CH3:40])[C:34]=1[C:19]1[CH:20]=[C:21]([NH:24][C:25](=[O:33])[C:26]2[CH:31]=[CH:30][CH:29]=[C:28]([F:32])[CH:27]=2)[CH:22]=[CH:23][C:18]=1[O:17][CH2:16][CH2:15][NH:14][CH:11]1[CH2:10][CH2:9][NH:8][CH2:13][CH2:12]1. (8) Given the reactants [Br:1][C:2]1[CH:7]=[CH:6][C:5]2[O:8][CH:9]3[CH2:14][CH2:13][N:12]([CH3:15])[CH2:11][CH:10]3[C:16]3([C:20](=[O:21])NC(=O)[NH:17]3)[C:4]=2[CH:3]=1.[OH-:23].[K+].Cl, predict the reaction product. The product is: [NH2:17][C:16]1([C:20]([OH:23])=[O:21])[CH:10]2[CH2:11][N:12]([CH3:15])[CH2:13][CH2:14][CH:9]2[O:8][C:5]2[CH:6]=[CH:7][C:2]([Br:1])=[CH:3][C:4]1=2. (9) Given the reactants [C:1]([CH:3]([C:11]1[C:16]([F:17])=[CH:15][CH:14]=[CH:13][N:12]=1)C(OC(C)(C)C)=O)#[N:2].CC1C=CC(S(O)(=O)=O)=CC=1.C(Cl)Cl, predict the reaction product. The product is: [F:17][C:16]1[C:11]([CH2:3][C:1]#[N:2])=[N:12][CH:13]=[CH:14][CH:15]=1. (10) Given the reactants [CH3:1][C:2]1[CH:3]=[C:4]([OH:10])[CH:5]=[N:6][C:7]=1[CH:8]=[CH2:9].Br[CH2:12][C:13]#[C:14][CH3:15].[Na].C(=O)([O-])[O-].[Cs+].[Cs+], predict the reaction product. The product is: [CH2:12]([O:10][C:4]1[CH:3]=[C:2]([CH3:1])[C:7]([CH:8]=[CH2:9])=[N:6][CH:5]=1)[C:13]#[C:14][CH3:15].